Task: Regression/Classification. Given a drug SMILES string, predict its absorption, distribution, metabolism, or excretion properties. Task type varies by dataset: regression for continuous measurements (e.g., permeability, clearance, half-life) or binary classification for categorical outcomes (e.g., BBB penetration, CYP inhibition). Dataset: cyp2c9_veith.. Dataset: CYP2C9 inhibition data for predicting drug metabolism from PubChem BioAssay (1) The drug is Cn1c(OCc2ccc3c(c2)OCO3)nc2c1c(=O)n(Cc1ccc(Cl)c(Cl)c1)c(=O)n2C. The result is 1 (inhibitor). (2) The molecule is COc1cccc(-c2ccc3ncnc(NCCc4c[nH]c5ccc(OC)cc45)c3c2)c1. The result is 1 (inhibitor). (3) The molecule is COc1cccc(-c2ccc3ncnc(N4CCN(C)CC4)c3c2)c1. The result is 0 (non-inhibitor).